From a dataset of Forward reaction prediction with 1.9M reactions from USPTO patents (1976-2016). Predict the product of the given reaction. (1) Given the reactants [C:1]1([CH3:7])[CH:6]=[CH:5][CH:4]=[CH:3][CH:2]=1.Cl(O)(=O)=O.[CH2:12](O)[CH3:13], predict the reaction product. The product is: [CH2:12]=[CH:7][C:1]1[CH:6]=[CH:5][CH:4]=[CH:3][CH:2]=1.[CH3:7][C:1]1[CH:6]=[CH:5][C:4]([CH:12]=[CH2:13])=[CH:3][CH:2]=1. (2) Given the reactants C(OC(=O)[NH:7][C@H:8]([CH2:28][CH:29]([CH3:31])[CH3:30])[C:9](=[O:27])[NH:10][C:11]1[CH:16]=[CH:15][C:14]([C:17]2[CH:22]=[CH:21][N:20]=[CH:19][CH:18]=2)=[CH:13][C:12]=1[C:23]([F:26])([F:25])[F:24])(C)(C)C.Cl, predict the reaction product. The product is: [NH2:7][C@H:8]([CH2:28][CH:29]([CH3:31])[CH3:30])[C:9]([NH:10][C:11]1[CH:16]=[CH:15][C:14]([C:17]2[CH:22]=[CH:21][N:20]=[CH:19][CH:18]=2)=[CH:13][C:12]=1[C:23]([F:26])([F:24])[F:25])=[O:27]. (3) The product is: [ClH:23].[ClH:23].[CH3:1][C:2]1[N:7]=[C:6]([CH2:8][CH:9]2[CH2:15][O:14][CH2:13][CH2:12][NH:11][CH2:10]2)[CH:5]=[CH:4][CH:3]=1. Given the reactants [CH3:1][C:2]1[N:7]=[C:6]([CH2:8][CH:9]2[CH2:15][O:14][CH2:13][CH2:12][N:11](C(OC(C)(C)C)=O)[CH2:10]2)[CH:5]=[CH:4][CH:3]=1.[ClH:23], predict the reaction product. (4) Given the reactants [C@@H:1]1([O:12][C:13]2[C:17]([CH2:18][C:19]3[CH:24]=[CH:23][CH:22]=[CH:21][C:20]=3[OH:25])=[C:16]([CH:26]([CH3:28])[CH3:27])[NH:15][N:14]=2)[O:9][C@H:8]([CH2:10][OH:11])[C@@H:6]([OH:7])[C@H:4]([OH:5])[C@H:2]1[OH:3].C(=O)([O-])[O-].[K+].[K+].[Si:35]([O:42][CH2:43][C:44]1[CH:45]=[C:46]([CH:49]=[CH:50][CH:51]=1)[CH2:47]Br)([C:38]([CH3:41])([CH3:40])[CH3:39])([CH3:37])[CH3:36].O, predict the reaction product. The product is: [Si:35]([O:42][CH2:43][C:44]1[CH:45]=[C:46]([CH:49]=[CH:50][CH:51]=1)[CH2:47][O:25][C:20]1[CH:21]=[CH:22][CH:23]=[CH:24][C:19]=1[CH2:18][C:17]1[C:13]([O:12][C@@H:1]2[O:9][C@H:8]([CH2:10][OH:11])[C@@H:6]([OH:7])[C@H:4]([OH:5])[C@H:2]2[OH:3])=[N:14][NH:15][C:16]=1[CH:26]([CH3:28])[CH3:27])([C:38]([CH3:41])([CH3:40])[CH3:39])([CH3:37])[CH3:36]. (5) Given the reactants [Br:1][C:2]1[CH:3]=[C:4]2[C:9](=[CH:10][CH:11]=1)[N:8]=[C:7](Cl)[N:6]=[CH:5]2.[N:13]1([C:19]2[CH:24]=[CH:23][C:22]([NH2:25])=[CH:21][CH:20]=2)[CH2:18][CH2:17][O:16][CH2:15][CH2:14]1, predict the reaction product. The product is: [Br:1][C:2]1[CH:3]=[C:4]2[C:9](=[CH:10][CH:11]=1)[N:8]=[C:7]([NH:25][C:22]1[CH:21]=[CH:20][C:19]([N:13]3[CH2:18][CH2:17][O:16][CH2:15][CH2:14]3)=[CH:24][CH:23]=1)[N:6]=[CH:5]2. (6) Given the reactants [F:1][C:2]([F:19])([F:18])[CH2:3][N:4]1[C:9](=[O:10])[CH:8]=[N:7][C:6]([C:11]2[CH:16]=[CH:15][C:14]([Cl:17])=[CH:13][CH:12]=2)=[N:5]1.FC(F)(F)CN1C(=O)C=NC(C2C=CC=CC=2)=N1.[CH2:38]([SH:41])[CH2:39][CH3:40], predict the reaction product. The product is: [F:19][C:2]([F:1])([F:18])[CH2:3][N:4]1[C:9](=[O:10])[CH:8]([S:41][CH2:38][CH2:39][CH3:40])[NH:7][C:6]([C:11]2[CH:12]=[CH:13][C:14]([Cl:17])=[CH:15][CH:16]=2)=[N:5]1. (7) Given the reactants [O:1]1[CH2:6][CH2:5][N:4]([C:7]2[C:8]3[N:9]([C:13]([C:28]4[CH:29]=[CH:30][C:31]([NH:34][CH2:35][C:36]([O:38]CC)=[O:37])=[N:32][CH:33]=4)=[C:14](/[CH:16]=[CH:17]/[C:18]4[CH:27]=[CH:26][C:25]5[C:20](=[CH:21][CH:22]=[CH:23][CH:24]=5)[N:19]=4)[N:15]=3)[N:10]=[CH:11][CH:12]=2)[CH2:3][CH2:2]1.[Li+].[OH-], predict the reaction product. The product is: [O:1]1[CH2:6][CH2:5][N:4]([C:7]2[C:8]3[N:9]([C:13]([C:28]4[CH:29]=[CH:30][C:31]([NH:34][CH2:35][C:36]([OH:38])=[O:37])=[N:32][CH:33]=4)=[C:14](/[CH:16]=[CH:17]/[C:18]4[CH:27]=[CH:26][C:25]5[C:20](=[CH:21][CH:22]=[CH:23][CH:24]=5)[N:19]=4)[N:15]=3)[N:10]=[CH:11][CH:12]=2)[CH2:3][CH2:2]1. (8) Given the reactants [C:1]([NH:5][S:6]([C:9]1[C:18]2[C:13](=[CH:14][CH:15]=[CH:16][CH:17]=2)[C:12]([C:19]2[N:20]([CH2:30][CH:31]3[CH2:36][CH2:35][CH2:34][CH2:33][CH2:32]3)[C:21]([CH3:29])=[C:22]([C:24]([O:26]CC)=[O:25])[N:23]=2)=[CH:11][CH:10]=1)(=[O:8])=[O:7])([CH3:4])([CH3:3])[CH3:2].[OH-].[K+].Cl, predict the reaction product. The product is: [C:1]([NH:5][S:6]([C:9]1[C:18]2[C:13](=[CH:14][CH:15]=[CH:16][CH:17]=2)[C:12]([C:19]2[N:20]([CH2:30][CH:31]3[CH2:32][CH2:33][CH2:34][CH2:35][CH2:36]3)[C:21]([CH3:29])=[C:22]([C:24]([OH:26])=[O:25])[N:23]=2)=[CH:11][CH:10]=1)(=[O:8])=[O:7])([CH3:4])([CH3:2])[CH3:3].